Dataset: Reaction yield outcomes from USPTO patents with 853,638 reactions. Task: Predict the reaction yield, written as a fraction of the theoretical maximum amount of product (1.0 means a 100% yield; for example, 0.34 means a 34% yield). (1) The reactants are FC(F)(F)S([O:6][Si:7]([C:10]([CH3:13])([CH3:12])[CH3:11])([CH3:9])[CH3:8])(=O)=O.[F:16][C:17]1[N:22]=[CH:21][C:20]([CH:23]([CH3:26])[CH2:24]O)=[CH:19][CH:18]=1.C(N(CC)C(C)C)(C)C. The catalyst is C(Cl)Cl. The product is [Si:7]([O:6][CH2:24][CH:23]([C:20]1[CH:19]=[CH:18][C:17]([F:16])=[N:22][CH:21]=1)[CH3:26])([C:10]([CH3:11])([CH3:12])[CH3:13])([CH3:8])[CH3:9]. The yield is 0.780. (2) The reactants are [CH3:1][C:2]1[C:3]([CH2:9][N:10]([CH2:17][C:18]2[C:23]([C:24]([CH3:32])([C:26]3[CH:31]=[CH:30][CH:29]=[CH:28][CH:27]=3)[CH3:25])=[CH:22][CH:21]=[CH:20][N:19]=2)[CH:11]2[CH2:16][CH2:15][NH:14][CH2:13][CH2:12]2)=[N:4][CH:5]=[C:6]([CH3:8])[CH:7]=1.CCN(C(C)C)C(C)C.[NH:42]1[CH:46]=[CH:45][N:44]=[C:43]1[NH:47][C:48](N1C=CN=C1)=[O:49]. The catalyst is CN(C=O)C. The product is [NH:42]1[CH:46]=[CH:45][N:44]=[C:43]1[NH:47][C:48]([N:14]1[CH2:13][CH2:12][CH:11]([N:10]([CH2:9][C:3]2[C:2]([CH3:1])=[CH:7][C:6]([CH3:8])=[CH:5][N:4]=2)[CH2:17][C:18]2[C:23]([C:24]([CH3:32])([C:26]3[CH:27]=[CH:28][CH:29]=[CH:30][CH:31]=3)[CH3:25])=[CH:22][CH:21]=[CH:20][N:19]=2)[CH2:16][CH2:15]1)=[O:49]. The yield is 0.760. (3) The reactants are [Cl-].O[NH3+:3].[C:4](=[O:7])([O-])[OH:5].[Na+].[CH2:9]([N:11]1[CH2:16][CH2:15][CH:14]([N:17]2[C:22](=[O:23])[C:21]([CH2:24][C:25]3[CH:30]=[CH:29][C:28]([C:31]4[C:32]([C:37]#[N:38])=[CH:33][CH:34]=[CH:35][CH:36]=4)=[CH:27][CH:26]=3)=[C:20]([CH2:39][CH2:40][CH3:41])[N:19]3[N:42]=[CH:43][N:44]=[C:18]23)[CH2:13][CH2:12]1)[CH3:10]. The catalyst is CS(C)=O.C(OCC)(=O)C. The product is [CH2:9]([N:11]1[CH2:12][CH2:13][CH:14]([N:17]2[C:22](=[O:23])[C:21]([CH2:24][C:25]3[CH:30]=[CH:29][C:28]([C:31]4[CH:36]=[CH:35][CH:34]=[CH:33][C:32]=4[C:37]4[NH:3][C:4](=[O:7])[O:5][N:38]=4)=[CH:27][CH:26]=3)=[C:20]([CH2:39][CH2:40][CH3:41])[N:19]3[N:42]=[CH:43][N:44]=[C:18]23)[CH2:15][CH2:16]1)[CH3:10]. The yield is 0.350. (4) The reactants are [F:1][C:2]1[CH:3]=[C:4]([NH:9][CH:10]([C:12]2[CH:13]=[C:14]([C:30]([OH:32])=O)[CH:15]=[C:16]3[C:21]=2[O:20][C:19]([N:22]2[CH2:27][CH2:26][O:25][CH2:24][C@@H:23]2[CH3:28])=[CH:18][C:17]3=[O:29])[CH3:11])[CH:5]=[C:6]([F:8])[CH:7]=1.[CH3:33][NH:34][CH3:35].CN1CCOCC1. The catalyst is CN(C=O)C. The product is [F:8][C:6]1[CH:5]=[C:4]([NH:9][CH:10]([C:12]2[CH:13]=[C:14]([C:30]([N:34]([CH3:35])[CH3:33])=[O:32])[CH:15]=[C:16]3[C:21]=2[O:20][C:19]([N:22]2[CH2:27][CH2:26][O:25][CH2:24][C@@H:23]2[CH3:28])=[CH:18][C:17]3=[O:29])[CH3:11])[CH:3]=[C:2]([F:1])[CH:7]=1. The yield is 0.610. (5) The reactants are [C:1]12([C:11]3[CH:12]=[C:13](Br)[CH:14]=[C:15]4[O:19][CH2:18][O:17][C:16]=34)[CH2:10][CH:5]3[CH2:6][CH:7]([CH2:9][CH:3]([CH2:4]3)[CH2:2]1)[CH2:8]2.[CH:21]([C:23]1[CH:28]=[CH:27][C:26](B(O)O)=[CH:25][CH:24]=1)=[O:22].C(=O)([O-])[O-].[K+].[K+]. The catalyst is COCCOC.O.C(OCC)(=O)C.C1C=CC([P]([Pd]([P](C2C=CC=CC=2)(C2C=CC=CC=2)C2C=CC=CC=2)([P](C2C=CC=CC=2)(C2C=CC=CC=2)C2C=CC=CC=2)[P](C2C=CC=CC=2)(C2C=CC=CC=2)C2C=CC=CC=2)(C2C=CC=CC=2)C2C=CC=CC=2)=CC=1. The product is [C:1]12([C:11]3[CH:12]=[C:13]([C:26]4[CH:27]=[CH:28][C:23]([CH:21]=[O:22])=[CH:24][CH:25]=4)[CH:14]=[C:15]4[O:19][CH2:18][O:17][C:16]=34)[CH2:10][CH:5]3[CH2:6][CH:7]([CH2:9][CH:3]([CH2:4]3)[CH2:2]1)[CH2:8]2. The yield is 0.850. (6) The reactants are Cl.Cl[C:3]1[N:12]=[C:11]([N:13]([C:15]2[CH:20]=[CH:19][C:18]([O:21][CH3:22])=[CH:17][CH:16]=2)[CH3:14])[C:10]2[C:5](=[CH:6][CH:7]=[CH:8][CH:9]=2)[N:4]=1.[C-]#N.[Na+].[N:26]12CCN(CC1)C[CH2:27]2. The catalyst is CS(C)=O.CC(O)C.O.C(OCC)(=O)C. The product is [CH3:22][O:21][C:18]1[CH:19]=[CH:20][C:15]([N:13]([CH3:14])[C:11]2[C:10]3[C:5](=[CH:6][CH:7]=[CH:8][CH:9]=3)[N:4]=[C:3]([C:27]#[N:26])[N:12]=2)=[CH:16][CH:17]=1. The yield is 0.700.